From a dataset of Reaction yield outcomes from USPTO patents with 853,638 reactions. Predict the reaction yield, written as a fraction of the theoretical maximum amount of product (1.0 means a 100% yield; for example, 0.34 means a 34% yield). (1) The reactants are Cl[C:2]1[N:7]=[C:6]([C:8]2[N:12]3[CH:13]=[CH:14][CH:15]=[CH:16][C:11]3=[N:10][C:9]=2[C:17]2[CH:18]=[C:19]([CH:31]=[CH:32][CH:33]=2)[C:20]([NH:22][C:23]2[C:28]([F:29])=[CH:27][CH:26]=[CH:25][C:24]=2[F:30])=[O:21])[CH:5]=[CH:4][N:3]=1.[CH3:34][N:35]1[CH:39]=[C:38]([C:40]2[CH:41]=[C:42]([CH:44]=[CH:45][CH:46]=2)[NH2:43])[CH:37]=[N:36]1.Cl.C([O-])(O)=O.[Na+]. The catalyst is C(O)C(F)(F)F.CCOC(C)=O. The product is [F:30][C:24]1[CH:25]=[CH:26][CH:27]=[C:28]([F:29])[C:23]=1[NH:22][C:20](=[O:21])[C:19]1[CH:31]=[CH:32][CH:33]=[C:17]([C:9]2[N:10]=[C:11]3[CH:16]=[CH:15][CH:14]=[CH:13][N:12]3[C:8]=2[C:6]2[CH:5]=[CH:4][N:3]=[C:2]([NH:43][C:42]3[CH:44]=[CH:45][CH:46]=[C:40]([C:38]4[CH:37]=[N:36][N:35]([CH3:34])[CH:39]=4)[CH:41]=3)[N:7]=2)[CH:18]=1. The yield is 0.630. (2) The reactants are [N:1]([CH:4]1[CH2:6][CH:5]1[C:7]1[CH:12]=[CH:11][CH:10]=[CH:9][CH:8]=1)=[C:2]=[O:3].C1CCN2C(=NCCC2)CC1.Cl[CH2:25][CH2:26][C:27]([C:32]1[CH:37]=[CH:36][CH:35]=[CH:34][CH:33]=1)([OH:31])[CH2:28][CH:29]=[CH2:30]. The catalyst is C1COCC1.CCOC(C)=O. The product is [CH2:28]([C:27]1([C:32]2[CH:37]=[CH:36][CH:35]=[CH:34][CH:33]=2)[O:31][C:2](=[O:3])[N:1]([CH:4]2[CH2:6][CH:5]2[C:7]2[CH:12]=[CH:11][CH:10]=[CH:9][CH:8]=2)[CH2:25][CH2:26]1)[CH:29]=[CH2:30]. The yield is 0.0600.